Dataset: Forward reaction prediction with 1.9M reactions from USPTO patents (1976-2016). Task: Predict the product of the given reaction. (1) Given the reactants C[O:2][C:3](=[O:24])[C@H:4]([NH:12][S:13]([CH2:16][CH2:17][C:18]1[CH:23]=[CH:22][CH:21]=[CH:20][CH:19]=1)(=[O:15])=[O:14])[CH2:5][C:6]1[CH:11]=[CH:10][CH:9]=[CH:8][CH:7]=1.O.[OH-].[Li+].O, predict the reaction product. The product is: [C:6]1([CH2:5][C@@H:4]([NH:12][S:13]([CH2:16][CH2:17][C:18]2[CH:19]=[CH:20][CH:21]=[CH:22][CH:23]=2)(=[O:15])=[O:14])[C:3]([OH:24])=[O:2])[CH:7]=[CH:8][CH:9]=[CH:10][CH:11]=1. (2) The product is: [Cl:1][C:2]1[CH:3]=[CH:4][C:5]([C:8]2([C:12]([N:14]3[CH2:20][CH2:19][CH2:18][CH2:17][CH:16]([CH2:21][O:22][C:47]4[CH:48]=[CH:49][C:44]([C:43]([F:52])([F:51])[F:42])=[CH:45][CH:46]=4)[CH2:15]3)=[O:13])[CH2:11][CH2:10][CH2:9]2)=[CH:6][CH:7]=1. Given the reactants [Cl:1][C:2]1[CH:7]=[CH:6][C:5]([C:8]2([C:12]([N:14]3[CH2:20][CH2:19][CH2:18][CH2:17][CH:16]([CH2:21][OH:22])[CH2:15]3)=[O:13])[CH2:11][CH2:10][CH2:9]2)=[CH:4][CH:3]=1.C1(P(C2C=CC=CC=2)C2C=CC=CC=2)C=CC=CC=1.[F:42][C:43]([F:52])([F:51])[C:44]1[CH:49]=[CH:48][C:47](O)=[CH:46][CH:45]=1.N(C(OCC)=O)=NC(OCC)=O.[OH-].[Na+], predict the reaction product. (3) Given the reactants [C:1]([O:5][C:6]([N:8]1[CH2:20][C@@H:19]([CH3:21])[N:18]2[C@H:10]([CH2:11][C:12]3[C:17]2=[N:16][C:15]([C@H:22]([OH:24])[CH3:23])=[CH:14][CH:13]=3)[CH2:9]1)=[O:7])([CH3:4])([CH3:3])[CH3:2].[CH3:25]N(C)C=O.CI.[Cl-].[NH4+], predict the reaction product. The product is: [C:1]([O:5][C:6]([N:8]1[CH2:20][C@@H:19]([CH3:21])[N:18]2[C@H:10]([CH2:11][C:12]3[C:17]2=[N:16][C:15]([C@H:22]([O:24][CH3:25])[CH3:23])=[CH:14][CH:13]=3)[CH2:9]1)=[O:7])([CH3:2])([CH3:4])[CH3:3]. (4) The product is: [ClH:49].[ClH:49].[CH:1]1([O:7][C:8]2[CH:9]=[C:10]([C:24]3[CH:25]=[CH:26][C:27]([CH2:30][CH2:31][NH:32][CH2:40][C@H:41]([OH:48])[C:42]4[CH:43]=[N:44][CH:45]=[CH:46][CH:47]=4)=[CH:28][CH:29]=3)[CH:11]=[CH:12][C:13]=2[C:14]([NH:16][S:17]([CH2:20][CH2:21][CH2:22][OH:23])(=[O:18])=[O:19])=[O:15])[CH2:6][CH2:5][CH2:4][CH2:3][CH2:2]1. Given the reactants [CH:1]1([O:7][C:8]2[CH:9]=[C:10]([C:24]3[CH:29]=[CH:28][C:27]([CH2:30][CH2:31][N:32]([CH2:40][C@H:41]([OH:48])[C:42]4[CH:43]=[N:44][CH:45]=[CH:46][CH:47]=4)C(=O)OC(C)(C)C)=[CH:26][CH:25]=3)[CH:11]=[CH:12][C:13]=2[C:14]([NH:16][S:17]([CH2:20][CH2:21][CH2:22][OH:23])(=[O:19])=[O:18])=[O:15])[CH2:6][CH2:5][CH2:4][CH2:3][CH2:2]1.[ClH:49], predict the reaction product. (5) Given the reactants [Cl:1][C:2]1[C:10]2[NH:9][N:8]=[CH:7][C:6]=2[C:5]2[CH2:11][N:12]([CH2:21][C:22]([F:25])([F:24])[F:23])[C:13](=[O:20])[C@H:14]([CH2:16][C:17](O)=[O:18])[CH2:15][C:4]=2[CH:3]=1.[NH:26]1[C:35]2[C:30](=[CH:31][CH:32]=[CH:33][CH:34]=2)[C:29]2([CH2:40][CH2:39][NH:38][CH2:37][CH2:36]2)[NH:28][C:27]1=[O:41].F[B-](F)(F)F.N1(OC(N(C)C)=[N+](C)C)C2C=CC=CC=2N=N1.C(N(CC)CC)C, predict the reaction product. The product is: [Cl:1][C:2]1[C:10]2[NH:9][N:8]=[CH:7][C:6]=2[C:5]2[CH2:11][N:12]([CH2:21][C:22]([F:24])([F:23])[F:25])[C:13](=[O:20])[C@H:14]([CH2:16][C:17](=[O:18])[N:38]3[CH2:37][CH2:36][C:29]4([C:30]5[C:35](=[CH:34][CH:33]=[CH:32][CH:31]=5)[NH:26][C:27](=[O:41])[NH:28]4)[CH2:40][CH2:39]3)[CH2:15][C:4]=2[CH:3]=1. (6) Given the reactants CN(C(ON1N=NC2C=CC=NC1=2)=[N+](C)C)C.F[P-](F)(F)(F)(F)F.[NH2:25][C:26]1[C:27]([C:36]([OH:38])=O)=[CH:28][C:29]2[C:34]([CH:35]=1)=[CH:33][CH:32]=[CH:31][CH:30]=2.Cl.[NH2:40][C@@H:41]([CH:46]1[CH2:50][CH2:49][CH2:48][CH2:47]1)[C:42]([O:44][CH3:45])=[O:43].C(N(CC)C(C)C)(C)C.C([O-])(O)=O.[Na+], predict the reaction product. The product is: [NH2:25][C:26]1[C:27]([C:36]([NH:40][C@@H:41]([CH:46]2[CH2:50][CH2:49][CH2:48][CH2:47]2)[C:42]([O:44][CH3:45])=[O:43])=[O:38])=[CH:28][C:29]2[C:34]([CH:35]=1)=[CH:33][CH:32]=[CH:31][CH:30]=2.